From a dataset of Full USPTO retrosynthesis dataset with 1.9M reactions from patents (1976-2016). Predict the reactants needed to synthesize the given product. (1) Given the product [CH:28]1([CH2:31][NH:32][C:18](=[O:20])[C:17]2[CH:21]=[C:22]([N+:25]([O-:27])=[O:26])[CH:23]=[CH:24][C:16]=2[NH:15][CH:12]([CH3:13])[CH3:14])[CH2:30][CH2:29]1, predict the reactants needed to synthesize it. The reactants are: CCN=C=NCCCN(C)C.[CH:12]([NH:15][C:16]1[CH:24]=[CH:23][C:22]([N+:25]([O-:27])=[O:26])=[CH:21][C:17]=1[C:18]([OH:20])=O)([CH3:14])[CH3:13].[CH:28]1([CH2:31][NH2:32])[CH2:30][CH2:29]1.C1C=CC2N(O)N=NC=2C=1.C(=O)([O-])O.[Na+]. (2) Given the product [CH2:1]([O:3][C:4]([C:6]1[NH:10][C:9]2[S:11][C:12]([CH3:14])=[CH:13][C:8]=2[CH:7]=1)=[O:5])[CH3:2], predict the reactants needed to synthesize it. The reactants are: [CH2:1]([O:3][C:4]([C:6]1[NH:10][C:9]2[S:11][C:12]([CH:14]=O)=[CH:13][C:8]=2[CH:7]=1)=[O:5])[CH3:2].[BH3-]C#N.[Na+].